This data is from Full USPTO retrosynthesis dataset with 1.9M reactions from patents (1976-2016). The task is: Predict the reactants needed to synthesize the given product. (1) Given the product [CH3:16][C:14]1[CH:13]=[CH:12][CH:11]=[C:10]2[C:15]=1[C:6]([C:2]1[NH:3][CH:4]=[CH:5][N:1]=1)=[CH:7][CH2:8][O:9]2, predict the reactants needed to synthesize it. The reactants are: [NH:1]1[CH:5]=[CH:4][N:3]=[C:2]1[C:6]1(O)[C:15]2[C:10](=[CH:11][CH:12]=[CH:13][C:14]=2[CH3:16])[O:9][CH2:8][CH2:7]1.N. (2) Given the product [CH2:9]([C:6]1[CH:7]=[CH:8][C:3]([CH2:2][C:12]#[N:13])=[CH:4][CH:5]=1)[CH2:10][CH3:11], predict the reactants needed to synthesize it. The reactants are: I[CH2:2][C:3]1[CH:8]=[CH:7][C:6]([CH2:9][CH2:10][CH3:11])=[CH:5][CH:4]=1.[C-:12]#[N:13].[Na+].S([O-])([O-])(=O)=O.[Mg+2]. (3) Given the product [C:1]([O:5][C:6](=[O:7])[NH:8][CH:9]1[CH2:11][CH:10]1[C:12]1[S:16][CH:15]=[C:14]([C:17](=[O:19])[NH:26][CH:23]2[CH2:24][CH2:25][O:20][CH2:21][CH2:22]2)[CH:13]=1)([CH3:2])([CH3:3])[CH3:4], predict the reactants needed to synthesize it. The reactants are: [C:1]([O:5][C:6]([NH:8][C@@H:9]1[CH2:11][C@H:10]1[C:12]1[S:16][CH:15]=[C:14]([C:17]([OH:19])=O)[CH:13]=1)=[O:7])([CH3:4])([CH3:3])[CH3:2].[O:20]1[CH2:25][CH2:24][CH:23]([NH2:26])[CH2:22][CH2:21]1.C(N(CC)CC)C.F[P-](F)(F)(F)(F)F.N1(OC(N(C)C)=[N+](C)C)C2N=CC=CC=2N=N1. (4) Given the product [F:61][C:59]1[CH:58]=[CH:57][C:56]([C:62]([F:64])([F:63])[F:65])=[C:55]([CH:60]=1)[C:54]([N:51]1[CH2:52][CH2:53][N:48]([C:46](=[O:47])[CH2:45][NH:44][C:19]([C:11]2[N:10]=[C:14]3[CH:15]=[CH:16][CH:17]=[CH:18][N:13]3[CH:12]=2)=[O:21])[CH2:49][CH2:50]1)=[O:66], predict the reactants needed to synthesize it. The reactants are: CCN(C(C)C)C(C)C.[N:10]1[C:11]([C:19]([OH:21])=O)=[CH:12][N:13]2[CH:18]=[CH:17][CH:16]=[CH:15][C:14]=12.C1C=CC2N(O)N=NC=2C=1.CCN=C=NCCCN(C)C.Cl.[NH2:44][CH2:45][C:46]([N:48]1[CH2:53][CH2:52][N:51]([C:54](=[O:66])[C:55]2[CH:60]=[C:59]([F:61])[CH:58]=[CH:57][C:56]=2[C:62]([F:65])([F:64])[F:63])[CH2:50][CH2:49]1)=[O:47].FC1C=CC(C(F)(F)F)=C(C=1)C(O)=O. (5) Given the product [N:22]1[CH:41]=[CH:31][CH:24]=[CH:25][C:30]=1[CH2:29][N:1]1[C:9]2[C:4](=[CH:5][CH:6]=[CH:7][CH:8]=2)[C:3]2([CH2:13][O:12][C:11]3=[CH:14][C:15]4[CH2:19][CH2:18][O:17][C:16]=4[CH:20]=[C:10]23)[C:2]1=[O:21], predict the reactants needed to synthesize it. The reactants are: [NH:1]1[C:9]2[C:4](=[CH:5][CH:6]=[CH:7][CH:8]=2)[C:3]2([CH2:13][O:12][C:11]3=[CH:14][C:15]4[CH2:19][CH2:18][O:17][C:16]=4[CH:20]=[C:10]23)[C:2]1=[O:21].[NH:22]1[C:30]2[C:25](=CC=C[CH:29]=2)[C:24]2(COC3C=C4C(=[CH:41][C:31]2=3)CCO4)C1=O.Br.BrCC1C=CC=CN=1.BrCC1CCCCO1. (6) Given the product [CH:12]([C@H:13]1[CH2:17][CH2:16][N:15]([C:18]([O:20][C:21]([CH3:24])([CH3:23])[CH3:22])=[O:19])[CH2:14]1)=[O:11], predict the reactants needed to synthesize it. The reactants are: C(Cl)(=O)C(Cl)=O.CS(C)=O.[OH:11][CH2:12][C@H:13]1[CH2:17][CH2:16][N:15]([C:18]([O:20][C:21]([CH3:24])([CH3:23])[CH3:22])=[O:19])[CH2:14]1.CCN(CC)CC.C([O-])(O)=O.[Na+]. (7) Given the product [OH:8][C:7]1[C:2]([CH3:1])=[N:3][CH:4]=[C:5]([CH2:11][OH:12])[C:6]=1[CH2:9][NH:14][C:15]1[CH:22]=[CH:21][C:18]([C:19]#[N:20])=[CH:17][CH:16]=1, predict the reactants needed to synthesize it. The reactants are: [CH3:1][C:2]1[C:7]([OH:8])=[C:6]([CH:9]=O)[C:5]([CH2:11][OH:12])=[CH:4][N:3]=1.Cl.[NH2:14][C:15]1[CH:22]=[CH:21][C:18]([C:19]#[N:20])=[CH:17][CH:16]=1.